This data is from Full USPTO retrosynthesis dataset with 1.9M reactions from patents (1976-2016). The task is: Predict the reactants needed to synthesize the given product. (1) The reactants are: [Cl:1][C:2]1[CH:27]=[CH:26][C:5]2[N:6]([CH2:17][C:18]3[CH:23]=[CH:22][C:21]([O:24][CH3:25])=[CH:20][CH:19]=3)[C:7](=[O:16])[CH2:8][N:9]=[C:10]([C:11]3[CH:12]=[N:13][NH:14][CH:15]=3)[C:4]=2[CH:3]=1.CC([O-])(C)C.[K+].Br[CH2:35][C:36]1[CH:45]=[CH:44][C:43]2[C:38](=[CH:39][CH:40]=[CH:41][CH:42]=2)[CH:37]=1. Given the product [Cl:1][C:2]1[CH:27]=[CH:26][C:5]2[N:6]([CH2:17][C:18]3[CH:23]=[CH:22][C:21]([O:24][CH3:25])=[CH:20][CH:19]=3)[C:7](=[O:16])[CH:8]([CH2:35][C:36]3[CH:45]=[CH:44][C:43]4[C:38](=[CH:39][CH:40]=[CH:41][CH:42]=4)[CH:37]=3)[N:9]=[C:10]([C:11]3[CH:15]=[N:14][NH:13][CH:12]=3)[C:4]=2[CH:3]=1, predict the reactants needed to synthesize it. (2) Given the product [OH:17]/[N:16]=[C:1](\[NH2:8])/[C:2]1[CH:7]=[CH:6][CH:5]=[N:4][CH:3]=1, predict the reactants needed to synthesize it. The reactants are: [C:1](#[N:8])[C:2]1[CH:7]=[CH:6][CH:5]=[N:4][CH:3]=1.C([O-])([O-])=O.[K+].[K+].Cl.[NH2:16][OH:17]. (3) Given the product [CH:3]12[CH2:4][CH:5]3[CH2:6][CH:7]([CH2:8][CH:1]([CH2:10]3)[CH:2]1[C:11]([N:14]1[C:22]3[C:17](=[CH:18][CH:19]=[CH:20][CH:21]=3)[CH2:16][CH2:15]1)=[O:13])[CH2:9]2, predict the reactants needed to synthesize it. The reactants are: [CH:1]12[CH2:10][CH:5]3[CH2:6][CH:7]([CH2:9][CH:3]([CH2:4]3)[CH:2]1[C:11]([OH:13])=O)[CH2:8]2.[NH:14]1[C:22]2[C:17](=[CH:18][CH:19]=[CH:20][CH:21]=2)[CH2:16][CH2:15]1.CN(C(ON1N=NC2C=CC=CC1=2)=[N+](C)C)C.[B-](F)(F)(F)F.CCN(C(C)C)C(C)C. (4) The reactants are: [NH2:1][C@@H:2]1[C@@H:7]([C:8]2[CH:13]=[CH:12][CH:11]=[CH:10][CH:9]=2)[CH2:6][CH2:5][N:4]([C:14]([O:16][C:17]([CH3:20])([CH3:19])[CH3:18])=[O:15])[CH2:3]1.C(N(CC)CC)C.[N+:28]([C:31]1[CH:36]=[CH:35][CH:34]=[CH:33][C:32]=1[S:37](Cl)(=[O:39])=[O:38])([O-:30])=[O:29].[Cl-].[NH4+]. Given the product [N+:28]([C:31]1[CH:36]=[CH:35][CH:34]=[CH:33][C:32]=1[S:37]([NH:1][C@@H:2]1[C@@H:7]([C:8]2[CH:13]=[CH:12][CH:11]=[CH:10][CH:9]=2)[CH2:6][CH2:5][N:4]([C:14]([O:16][C:17]([CH3:20])([CH3:19])[CH3:18])=[O:15])[CH2:3]1)(=[O:39])=[O:38])([O-:30])=[O:29], predict the reactants needed to synthesize it. (5) Given the product [CH:1]([C:4]1[CH:9]=[CH:8][CH:7]=[C:6]([CH:10]([CH3:12])[CH3:11])[C:5]=1[N:13]1[C:35](=[O:36])[C:32]2[C:33]3[C:34]4[C:29](=[CH:30][CH:31]=2)[C:28]2[C:37]5[C:24]([C:25]([CH2:38][CH2:39][CH2:40][CH2:41][CH2:42][CH2:43][O:44][C:45](=[O:49])[C:46]([CH3:48])=[CH2:47])=[CH:26][CH:27]=2)=[CH:23][CH:22]=[CH:21][C:20]=5[C:19]=4[CH:18]=[CH:17][C:16]=3[C:14]1=[O:15])([CH3:2])[CH3:3], predict the reactants needed to synthesize it. The reactants are: [CH:1]([C:4]1[CH:9]=[CH:8][CH:7]=[C:6]([CH:10]([CH3:12])[CH3:11])[C:5]=1[N:13]1[C:35](=[O:36])[C:32]2[C:33]3[C:34]4[C:29](=[CH:30][CH:31]=2)[C:28]2[C:37]5[C:24]([C:25]([CH2:38][CH2:39][CH2:40][CH2:41][CH2:42][CH2:43][OH:44])=[CH:26][CH:27]=2)=[CH:23][CH:22]=[CH:21][C:20]=5[C:19]=4[CH:18]=[CH:17][C:16]=3[C:14]1=[O:15])([CH3:3])[CH3:2].[C:45](Cl)(=[O:49])[C:46]([CH3:48])=[CH2:47]. (6) Given the product [N+:7]([C:10]1[CH:15]=[CH:14][C:13]([N:16]2[CH2:21][CH2:20][N:19]([C:22]3[N:27]=[CH:26][C:25]([CH2:28][N:1]4[CH2:6][CH2:5][O:4][CH2:3][CH2:2]4)=[CH:24][CH:23]=3)[CH2:18][CH2:17]2)=[CH:12][CH:11]=1)([O-:9])=[O:8], predict the reactants needed to synthesize it. The reactants are: [NH:1]1[CH2:6][CH2:5][O:4][CH2:3][CH2:2]1.[N+:7]([C:10]1[CH:15]=[CH:14][C:13]([N:16]2[CH2:21][CH2:20][N:19]([C:22]3[N:27]=[CH:26][C:25]([CH:28]=O)=[CH:24][CH:23]=3)[CH2:18][CH2:17]2)=[CH:12][CH:11]=1)([O-:9])=[O:8].C([BH3-])#N.[Na+]. (7) Given the product [Cl:13][C:14]1[CH:19]=[CH:18][C:17]([CH2:20][CH2:21][NH:1][CH2:2][CH:3]([OH:5])[CH3:4])=[CH:16][CH:15]=1, predict the reactants needed to synthesize it. The reactants are: [NH2:1][CH2:2][CH:3]([OH:5])[CH3:4].C1(C)C=CC=CC=1.[Cl:13][C:14]1[CH:19]=[CH:18][C:17]([CH2:20][CH2:21]Cl)=[CH:16][CH:15]=1. (8) The reactants are: [F:1][C:2]1([F:17])[CH2:7][CH2:6][C:5](B2OC(C)(C)C(C)(C)O2)=[CH:4][CH2:3]1.[Br:18][C:19]1[CH:27]=[CH:26][C:25]([C:28]([NH2:30])=[O:29])=[C:24]2[C:20]=1[CH:21]=[C:22](I)[NH:23]2.C([O-])([O-])=O.[Na+].[Na+].O. Given the product [Br:18][C:19]1[CH:27]=[CH:26][C:25]([C:28]([NH2:30])=[O:29])=[C:24]2[C:20]=1[CH:21]=[C:22]([C:5]1[CH2:6][CH2:7][C:2]([F:1])([F:17])[CH2:3][CH:4]=1)[NH:23]2, predict the reactants needed to synthesize it. (9) Given the product [CH2:15]([O:14][C:12]([N:3]1[CH2:4][CH2:5][C@H:6]([CH3:26])[C@H:7]([C:8]([OH:10])=[O:9])[CH2:2]1)=[O:13])[C:16]1[CH:17]=[CH:18][CH:19]=[CH:20][CH:21]=1, predict the reactants needed to synthesize it. The reactants are: C[C@H:2]1[C@H:7]([C:8]([O:10]C)=[O:9])[CH2:6][CH2:5][CH2:4][N:3]1[C:12]([O:14][CH2:15][C:16]1[CH:21]=[CH:20][CH:19]=[CH:18][CH:17]=1)=[O:13].O.[OH-].[Li+].Cl.[CH2:26]1COCC1. (10) Given the product [Cl:1][C:2]1[CH:3]=[C:4]([CH2:15][OH:16])[CH:5]=[N:6][C:7]=1[N:8]1[CH2:13][CH2:12][N:11]([C:18]2[NH:19][C:20]3[C:26]([I:27])=[CH:25][C:24]([C:28]([F:31])([F:29])[F:30])=[CH:23][C:21]=3[N:22]=2)[C@H:10]([CH3:14])[CH2:9]1, predict the reactants needed to synthesize it. The reactants are: [Cl:1][C:2]1[CH:3]=[C:4]([CH2:15][OH:16])[CH:5]=[N:6][C:7]=1[N:8]1[CH2:13][CH2:12][NH:11][C@H:10]([CH3:14])[CH2:9]1.Cl[C:18]1[NH:22][C:21]2[CH:23]=[C:24]([C:28]([F:31])([F:30])[F:29])[CH:25]=[C:26]([I:27])[C:20]=2[N:19]=1.